This data is from Catalyst prediction with 721,799 reactions and 888 catalyst types from USPTO. The task is: Predict which catalyst facilitates the given reaction. (1) Product: [Br:1][C:2]1[C:3]([N:12]2[CH2:17][CH2:16][N:15]([CH2:18][C:19]3[CH:24]=[CH:23][CH:22]=[CH:21][N:20]=3)[CH2:14][CH2:13]2)=[C:4]2[N:9]=[C:31]([C:30]3[CH:33]=[CH:34][C:27]([O:26][CH3:25])=[CH:28][CH:29]=3)[NH:8][C:5]2=[N:6][CH:7]=1. The catalyst class is: 8. Reactant: [Br:1][C:2]1[C:3]([N:12]2[CH2:17][CH2:16][N:15]([CH2:18][C:19]3[CH:24]=[CH:23][CH:22]=[CH:21][N:20]=3)[CH2:14][CH2:13]2)=[C:4]([N+:9]([O-])=O)[C:5]([NH2:8])=[N:6][CH:7]=1.[CH3:25][O:26][C:27]1[CH:34]=[CH:33][C:30]([CH:31]=O)=[CH:29][CH:28]=1.[O-]S(S([O-])=O)=O.[Na+].[Na+]. (2) Reactant: [SH:1][CH2:2][C:3]([O:5][CH2:6][CH3:7])=[O:4].C(N(CC)CC)C.[C:15]([C:17](=[N:28]OS(C1C=CC(C)=CC=1)(=O)=O)[C:18]1[CH:19]=[CH:20][C:21]([O:26][CH3:27])=[C:22]([CH:25]=1)[C:23]#[N:24])#[N:16]. Product: [NH2:16][C:15]1[C:17]([C:18]2[CH:19]=[CH:20][C:21]([O:26][CH3:27])=[C:22]([C:23]#[N:24])[CH:25]=2)=[N:28][S:1][C:2]=1[C:3]([O:5][CH2:6][CH3:7])=[O:4]. The catalyst class is: 8.